From a dataset of Forward reaction prediction with 1.9M reactions from USPTO patents (1976-2016). Predict the product of the given reaction. Given the reactants C([O:3][C:4]([C:6]1[C:7]([O:18][C:19]2[CH:24]=[CH:23][CH:22]=[CH:21][C:20]=2[CH3:25])=[N:8][C:9]([C:12]2[N:17]=[CH:16][CH:15]=[CH:14][N:13]=2)=[N:10][CH:11]=1)=[O:5])C.Cl, predict the reaction product. The product is: [C:20]1([CH3:25])[CH:21]=[CH:22][CH:23]=[CH:24][C:19]=1[O:18][C:7]1[C:6]([C:4]([OH:5])=[O:3])=[CH:11][N:10]=[C:9]([C:12]2[N:13]=[CH:14][CH:15]=[CH:16][N:17]=2)[N:8]=1.